From a dataset of Catalyst prediction with 721,799 reactions and 888 catalyst types from USPTO. Predict which catalyst facilitates the given reaction. (1) Reactant: [OH-].[K+].[C:3]1([C:9]2[C:21]([CH2:22][C:23]3[N:28]=[C:27]([C:29]([O:31]C)=[O:30])[CH:26]=[CH:25][CH:24]=3)=[C:12]3[CH:13]=[CH:14][C:15]([C:17]([F:20])([F:19])[F:18])=[CH:16][N:11]3[N:10]=2)[CH:8]=[CH:7][CH:6]=[CH:5][CH:4]=1.Cl. Product: [C:3]1([C:9]2[C:21]([CH2:22][C:23]3[N:28]=[C:27]([C:29]([OH:31])=[O:30])[CH:26]=[CH:25][CH:24]=3)=[C:12]3[CH:13]=[CH:14][C:15]([C:17]([F:20])([F:18])[F:19])=[CH:16][N:11]3[N:10]=2)[CH:4]=[CH:5][CH:6]=[CH:7][CH:8]=1. The catalyst class is: 5. (2) Reactant: [C:1]([C:5]1[CH:23]=[CH:22][C:8]([C:9]([NH:11][C:12]2[N:13]=[C:14]3[CH:19]=[CH:18][C:17](Cl)=[N:16][N:15]3[CH:21]=2)=[O:10])=[CH:7][CH:6]=1)([CH3:4])([CH3:3])[CH3:2].[NH:24]1[CH2:29][CH2:28][S:27][CH2:26][CH2:25]1.CN1CCN(C)C1=O. Product: [C:1]([C:5]1[CH:23]=[CH:22][C:8]([C:9]([NH:11][C:12]2[N:13]=[C:14]3[CH:19]=[CH:18][C:17]([N:24]4[CH2:29][CH2:28][S:27][CH2:26][CH2:25]4)=[N:16][N:15]3[CH:21]=2)=[O:10])=[CH:7][CH:6]=1)([CH3:4])([CH3:3])[CH3:2]. The catalyst class is: 6. (3) Reactant: [NH:1]1[C:9]2[C:4](=[CH:5][CH:6]=[CH:7][CH:8]=2)[CH2:3][C:2]1=[O:10].[Li+].C[Si]([N-][Si](C)(C)C)(C)C.C1COCC1.[C:26]([C:28]1[CH:29]=[C:30]2[C:35](=[CH:36][CH:37]=1)[C:33](=O)[O:32][CH2:31]2)#[N:27].Cl. Product: [O:10]=[C:2]1[C:3](=[C:33]2[C:35]3[C:30](=[CH:29][C:28]([C:26]#[N:27])=[CH:37][CH:36]=3)[CH2:31][O:32]2)[C:4]2[C:9](=[CH:8][CH:7]=[CH:6][CH:5]=2)[NH:1]1. The catalyst class is: 20. (4) Reactant: [Si:1]([O:8]S(C(F)(F)F)(=O)=O)([C:4]([CH3:7])([CH3:6])[CH3:5])([CH3:3])[CH3:2].[CH3:16][O:17][C:18]([CH:20]1[C:24]([CH3:25])=[CH:23][C:22](=O)[N:21]1C(OC(C)(C)C)=O)=[O:19].N1C(C)=CC=CC=1C. Product: [CH3:16][O:17][C:18]([C:20]1[NH:21][C:22]([O:8][Si:1]([C:4]([CH3:7])([CH3:6])[CH3:5])([CH3:3])[CH3:2])=[CH:23][C:24]=1[CH3:25])=[O:19]. The catalyst class is: 4. (5) Reactant: [Cl:1][C:2]1[C:3]([C:9]([OH:11])=O)=[N:4][C:5]([CH3:8])=[N:6][CH:7]=1.[C:12]1([C:18]2[N:19]=[C:20]3[N:25]=[C:24]([NH2:26])[CH:23]=[CH:22][N:21]3[CH:27]=2)[CH:17]=[CH:16][CH:15]=[CH:14][CH:13]=1.C(N(C(C)C)CC)(C)C.CCCP(=O)=O. Product: [Cl:1][C:2]1[C:3]([C:9]([NH:26][C:24]2[CH:23]=[CH:22][N:21]3[CH:27]=[C:18]([C:12]4[CH:17]=[CH:16][CH:15]=[CH:14][CH:13]=4)[N:19]=[C:20]3[N:25]=2)=[O:11])=[N:4][C:5]([CH3:8])=[N:6][CH:7]=1. The catalyst class is: 54. (6) Reactant: ClS([N:5]=[C:6]=O)(=O)=O.[CH3:8][C:9]1[NH:10][C:11]([CH2:22][CH2:23][CH3:24])=[CH:12][C:13]=1[C:14]1[CH:21]=[CH:20][C:17]([C:18]#[N:19])=[CH:16][CH:15]=1.C(=O)(O)[O-].[Na+]. Product: [C:18]([C:17]1[CH:20]=[CH:21][C:14]([C:13]2[C:12]([C:6]#[N:5])=[C:11]([CH2:22][CH2:23][CH3:24])[NH:10][C:9]=2[CH3:8])=[CH:15][CH:16]=1)#[N:19]. The catalyst class is: 444. (7) Reactant: C(OC(=O)[C@@H:7]1[CH2:11][CH2:10][CH2:9][N:8]1[C:12]1[CH:17]=[CH:16][C:15]([N:18]2[CH2:22][CH:21]([CH2:23][NH:24][C:25]([C:27]3[S:28][C:29]([Cl:32])=[CH:30][CH:31]=3)=[O:26])[O:20][C:19]2=[O:33])=[CH:14][CH:13]=1)(C)(C)C.FC(F)(F)C(O)=O. Product: [Cl:32][C:29]1[S:28][C:27]([C:25]([NH:24][CH2:23][CH:21]2[O:20][C:19](=[O:33])[N:18]([C:15]3[CH:16]=[CH:17][C:12]([N:8]4[CH2:9][CH2:10][CH2:11][CH2:7]4)=[CH:13][CH:14]=3)[CH2:22]2)=[O:26])=[CH:31][CH:30]=1. The catalyst class is: 4.